This data is from Forward reaction prediction with 1.9M reactions from USPTO patents (1976-2016). The task is: Predict the product of the given reaction. (1) Given the reactants Br[C:2]1[C:3]([N:40]2[CH2:45][CH2:44][S:43][CH2:42][CH2:41]2)=[N:4][C:5]2[N:6]([N:25]=[CH:26][C:27]=2[CH:28]2[C:37](=[O:38])[C:36]3[C:31](=[CH:32][CH:33]=[CH:34][CH:35]=3)[NH:30][C:29]2=[O:39])[C:7]=1[N:8]([CH2:17][O:18][CH2:19][CH2:20][Si:21]([CH3:24])([CH3:23])[CH3:22])[CH2:9][O:10][CH2:11][CH2:12][Si:13]([CH3:16])([CH3:15])[CH3:14].[Sn]([C:59]#[N:60])(CCCC)(CCCC)CCCC, predict the reaction product. The product is: [CH3:14][Si:13]([CH3:16])([CH3:15])[CH2:12][CH2:11][O:10][CH2:9][N:8]([CH2:17][O:18][CH2:19][CH2:20][Si:21]([CH3:24])([CH3:23])[CH3:22])[C:7]1[N:6]2[N:25]=[CH:26][C:27]([CH:28]3[C:37](=[O:38])[C:36]4[C:31](=[CH:32][CH:33]=[CH:34][CH:35]=4)[NH:30][C:29]3=[O:39])=[C:5]2[N:4]=[C:3]([N:40]2[CH2:45][CH2:44][S:43][CH2:42][CH2:41]2)[C:2]=1[C:59]#[N:60]. (2) Given the reactants [C:1]([O:5][C:6]([N:8]1[CH2:13][CH2:12][CH:11](OS(C)(=O)=O)[CH2:10][CH2:9]1)=[O:7])([CH3:4])([CH3:3])[CH3:2].[F:19][C:20]1[CH:25]=[CH:24][C:23]([SH:26])=[CH:22][CH:21]=1.C(=O)([O-])[O-].[K+].[K+], predict the reaction product. The product is: [F:19][C:20]1[CH:25]=[CH:24][C:23]([S:26][CH:11]2[CH2:10][CH2:9][N:8]([C:6]([O:5][C:1]([CH3:2])([CH3:3])[CH3:4])=[O:7])[CH2:13][CH2:12]2)=[CH:22][CH:21]=1. (3) Given the reactants [F:1][C:2]1[C:3]([O:25][CH3:26])=[CH:4][C:5]([CH3:24])=[C:6]([C:8]2[CH:13]=[CH:12][N:11]=[C:10]([NH:14][C@@H:15]([CH2:18][O:19][CH3:20])[CH2:16][CH3:17])[C:9]=2[N+:21]([O-])=O)[CH:7]=1.[O-]S(S([O-])=O)=O.[Na+].[Na+], predict the reaction product. The product is: [F:1][C:2]1[C:3]([O:25][CH3:26])=[CH:4][C:5]([CH3:24])=[C:6]([C:8]2[CH:13]=[CH:12][N:11]=[C:10]([NH:14][C@@H:15]([CH2:18][O:19][CH3:20])[CH2:16][CH3:17])[C:9]=2[NH2:21])[CH:7]=1. (4) Given the reactants [Cl-].[Ca+2].[Cl-].[BH4-].[Na+].[CH2:6]([O:13][C:14]([NH:16][C@H:17]([C:22](OCC)=[O:23])[C:18]([F:21])([F:20])[F:19])=[O:15])[C:7]1[CH:12]=[CH:11][CH:10]=[CH:9][CH:8]=1, predict the reaction product. The product is: [F:19][C:18]([F:20])([F:21])[CH:17]([NH:16][C:14](=[O:15])[O:13][CH2:6][C:7]1[CH:12]=[CH:11][CH:10]=[CH:9][CH:8]=1)[CH2:22][OH:23]. (5) Given the reactants [F:1][C:2]1[CH:7]=[CH:6][C:5]([O:8][C:9]2[CH:16]=[CH:15][C:14]([CH:17]=[O:18])=[CH:13][C:10]=2[C:11]#[N:12])=[CH:4][C:3]=1[C:19]([F:22])([F:21])[F:20].[BH4-].[Na+], predict the reaction product. The product is: [F:1][C:2]1[CH:7]=[CH:6][C:5]([O:8][C:9]2[CH:16]=[CH:15][C:14]([CH2:17][OH:18])=[CH:13][C:10]=2[C:11]#[N:12])=[CH:4][C:3]=1[C:19]([F:20])([F:21])[F:22]. (6) The product is: [C:1]([O:4][C@H:5]1[C@@H:9]([O:10][C:11](=[O:13])[CH3:12])[C@H:8]([C:14]2[C:18]3[N:19]=[CH:20][N:21]=[C:22]([N:36]=[N+:37]=[N-:38])[C:17]=3[NH:16][CH:15]=2)[N:7]([C:24]([O:26][C:27]([CH3:30])([CH3:29])[CH3:28])=[O:25])[C@@H:6]1[CH2:31][O:32][C:33](=[O:35])[CH3:34])(=[O:3])[CH3:2]. Given the reactants [C:1]([O:4][C@H:5]1[C@@H:9]([O:10][C:11](=[O:13])[CH3:12])[C@H:8]([C:14]2[C:18]3[N:19]=[CH:20][N:21]=[C:22](Cl)[C:17]=3[NH:16][CH:15]=2)[N:7]([C:24]([O:26][C:27]([CH3:30])([CH3:29])[CH3:28])=[O:25])[C@@H:6]1[CH2:31][O:32][C:33](=[O:35])[CH3:34])(=[O:3])[CH3:2].[N-:36]=[N+:37]=[N-:38].[Na+].CO.C(Cl)(Cl)Cl.CCCCCC, predict the reaction product. (7) Given the reactants [NH2:1][C:2]1[S:3][C:4]([CH3:7])=[N:5][N:6]=1.[C:8]([NH:11][C:12]1[CH:21]=[CH:20][C:15]([S:16](Cl)(=[O:18])=[O:17])=[CH:14][CH:13]=1)(=[O:10])[CH3:9].Cl, predict the reaction product. The product is: [CH3:7][C:4]1[S:3][C:2]([NH:1][S:16]([C:15]2[CH:14]=[CH:13][C:12]([NH:11][C:8](=[O:10])[CH3:9])=[CH:21][CH:20]=2)(=[O:18])=[O:17])=[N:6][N:5]=1.